Dataset: Full USPTO retrosynthesis dataset with 1.9M reactions from patents (1976-2016). Task: Predict the reactants needed to synthesize the given product. Given the product [CH2:1]=[CH:2][CH:3]=[CH2:4].[CH2:1]=[CH:2][C:3]1[CH:8]=[CH:7][CH:6]=[CH:5][CH:4]=1, predict the reactants needed to synthesize it. The reactants are: [CH2:1]=[CH:2][C:3]1[CH:8]=[CH:7][CH:6]=[CH:5][CH:4]=1.C([Li])CCC.